Dataset: Full USPTO retrosynthesis dataset with 1.9M reactions from patents (1976-2016). Task: Predict the reactants needed to synthesize the given product. (1) Given the product [OH:24][C:4]1[C:5]([C:6]([O:8][CH2:9][CH3:10])=[O:7])=[CH:11][N:12]=[C:13]2[N:17]([C:18]3[CH:19]=[CH:20][CH:21]=[CH:22][CH:23]=3)[N:16]=[CH:15][C:14]=12, predict the reactants needed to synthesize it. The reactants are: C(O[C:4](=[O:24])[C:5](=[CH:11][NH:12][C:13]1[N:17]([C:18]2[CH:23]=[CH:22][CH:21]=[CH:20][CH:19]=2)[N:16]=[CH:15][CH:14]=1)[C:6]([O:8][CH2:9][CH3:10])=[O:7])C.C(OCC)(=O)C1C(=CC=CC=1)C(OCC)=O. (2) Given the product [OH:5][C:4]1[N:3]=[N:2][C:21]([C:18]2[CH:19]=[CH:20][C:15]([N:14]([CH2:36][CH3:37])[CH2:12][CH3:13])=[CH:16][CH:17]=2)=[C:22]([C:24]2[CH:25]=[CH:26][C:27]([N:30]([CH2:31][CH3:32])[CH2:33][CH3:34])=[CH:28][CH:29]=2)[N:6]=1, predict the reactants needed to synthesize it. The reactants are: Cl.[NH2:2][NH:3][C:4]([NH2:6])=[O:5].C([O-])(=O)C.[Na+].[CH2:12]([N:14]([CH2:36][CH3:37])[C:15]1[CH:20]=[CH:19][C:18]([C:21](=O)[C:22]([C:24]2[CH:29]=[CH:28][C:27]([N:30]([CH2:33][CH3:34])[CH2:31][CH3:32])=[CH:26][CH:25]=2)=O)=[CH:17][CH:16]=1)[CH3:13].O.